From a dataset of Peptide-MHC class I binding affinity with 185,985 pairs from IEDB/IMGT. Regression. Given a peptide amino acid sequence and an MHC pseudo amino acid sequence, predict their binding affinity value. This is MHC class I binding data. (1) The peptide sequence is LALEGSLQKR. The MHC is HLA-B35:01 with pseudo-sequence HLA-B35:01. The binding affinity (normalized) is 0. (2) The binding affinity (normalized) is 0.616. The MHC is HLA-A02:01 with pseudo-sequence HLA-A02:01. The peptide sequence is MTACGRIVV. (3) The peptide sequence is RVVEPIKQI. The MHC is HLA-B18:01 with pseudo-sequence HLA-B18:01. The binding affinity (normalized) is 0.0847. (4) The peptide sequence is VTKRDESSI. The MHC is HLA-A68:02 with pseudo-sequence HLA-A68:02. The binding affinity (normalized) is 0.168. (5) The MHC is HLA-B53:01 with pseudo-sequence HLA-B53:01. The binding affinity (normalized) is 0.213. The peptide sequence is RRRKGWIPL. (6) The peptide sequence is ILRNPGYAL. The MHC is HLA-B44:02 with pseudo-sequence HLA-B44:02. The binding affinity (normalized) is 0.0847. (7) The peptide sequence is EDGAEALGP. The MHC is H-2-Db with pseudo-sequence H-2-Db. The binding affinity (normalized) is 0. (8) The peptide sequence is GIPHPAGLK. The MHC is HLA-A02:06 with pseudo-sequence HLA-A02:06. The binding affinity (normalized) is 0. (9) The peptide sequence is NMLSIINKR. The MHC is HLA-A31:01 with pseudo-sequence HLA-A31:01. The binding affinity (normalized) is 0.654. (10) The peptide sequence is HHYSQAAVL. The MHC is HLA-A25:01 with pseudo-sequence HLA-A25:01. The binding affinity (normalized) is 0.0847.